Task: Predict the reactants needed to synthesize the given product.. Dataset: Full USPTO retrosynthesis dataset with 1.9M reactions from patents (1976-2016) (1) Given the product [Si:29]([O:28][CH2:27][CH2:26][CH2:25][N:24]1[C:23]2[CH:36]=[CH:37][CH:38]=[CH:39][C:22]=2[N:21]=[C:20]1[NH:19][C:5]1[C:4]2[C:8](=[CH:9][CH:10]=[C:2]([C:4]3[CH:8]=[N:7][CH:11]=[CH:54][C:53]=3[O:52][CH3:51])[CH:3]=2)[N:7]([CH2:11][O:12][CH2:13][CH2:14][Si:15]([CH3:18])([CH3:17])[CH3:16])[N:6]=1)([C:32]([CH3:34])([CH3:35])[CH3:33])([CH3:31])[CH3:30], predict the reactants needed to synthesize it. The reactants are: Br[C:2]1[CH:3]=[C:4]2[C:8](=[CH:9][CH:10]=1)[N:7]([CH2:11][O:12][CH2:13][CH2:14][Si:15]([CH3:18])([CH3:17])[CH3:16])[N:6]=[C:5]2[NH:19][C:20]1[N:24]([CH2:25][CH2:26][CH2:27][O:28][Si:29]([C:32]([CH3:35])([CH3:34])[CH3:33])([CH3:31])[CH3:30])[C:23]2[CH:36]=[CH:37][CH:38]=[CH:39][C:22]=2[N:21]=1.ClCCl.C(=O)([O-])[O-].[Na+].[Na+].O1[CH2:54][CH2:53][O:52][CH2:51]C1. (2) Given the product [CH3:13][S:10]([N:9]1[CH2:8][CH2:7][C:6]2[C:14](=[CH:15][CH:16]=[C:4]([N+:1]([O-:3])=[O:2])[CH:5]=2)[CH2:17]1)(=[O:12])=[O:11], predict the reactants needed to synthesize it. The reactants are: [N+:1]([C:4]1[CH:5]=[C:6]([CH:14]=[CH:15][CH:16]=1)[CH2:7][CH2:8][NH:9][S:10]([CH3:13])(=[O:12])=[O:11])([O-:3])=[O:2].[CH2:17]=O. (3) Given the product [CH2:1]([C:3]1[S:42][C:6]2[N:7]([CH2:23][C:24]3[CH:25]=[CH:26][C:27]([C:30]4[CH:35]=[CH:34][CH:33]=[CH:32][C:31]=4[C:36]4[NH:40][C:39](=[O:41])[O:38][N:37]=4)=[CH:28][CH:29]=3)[C:8](=[O:22])[N:9]([CH2:12][C:13]([C:15]3[CH:20]=[CH:19][C:18]([F:21])=[CH:17][CH:16]=3)=[N:44][O:45][CH3:46])[C:10](=[O:11])[C:5]=2[CH:4]=1)[CH3:2], predict the reactants needed to synthesize it. The reactants are: [CH2:1]([C:3]1[S:42][C:6]2[N:7]([CH2:23][C:24]3[CH:29]=[CH:28][C:27]([C:30]4[CH:35]=[CH:34][CH:33]=[CH:32][C:31]=4[C:36]4[NH:40][C:39](=[O:41])[O:38][N:37]=4)=[CH:26][CH:25]=3)[C:8](=[O:22])[N:9]([CH2:12][C:13]([C:15]3[CH:20]=[CH:19][C:18]([F:21])=[CH:17][CH:16]=3)=O)[C:10](=[O:11])[C:5]=2[CH:4]=1)[CH3:2].Cl.[NH2:44][O:45][CH3:46].N1C=CC=CC=1.Cl.